Dataset: Full USPTO retrosynthesis dataset with 1.9M reactions from patents (1976-2016). Task: Predict the reactants needed to synthesize the given product. (1) Given the product [CH:13]([N:10]1[CH2:11][CH2:12][CH:8]([NH2:7])[CH2:9]1)([CH3:15])[CH3:14], predict the reactants needed to synthesize it. The reactants are: C(OC(=O)[NH:7][CH:8]1[CH2:12][CH2:11][N:10]([CH:13]([CH3:15])[CH3:14])[CH2:9]1)(C)(C)C.FC(F)(F)C(O)=O. (2) Given the product [CH:1]1([CH2:6][C:7]2([N:17]([CH3:18])[CH3:19])[CH2:8][CH2:9][C:10](=[O:11])[CH2:15][CH2:16]2)[CH2:2][CH2:3][CH2:4][CH2:5]1, predict the reactants needed to synthesize it. The reactants are: [CH:1]1([CH2:6][C:7]2([N:17]([CH3:19])[CH3:18])[CH2:16][CH2:15][C:10]3(OCC[O:11]3)[CH2:9][CH2:8]2)[CH2:5][CH2:4][CH2:3][CH2:2]1.